This data is from Full USPTO retrosynthesis dataset with 1.9M reactions from patents (1976-2016). The task is: Predict the reactants needed to synthesize the given product. (1) The reactants are: [C:1]([OH:27])(=[O:26])[CH2:2][CH2:3][CH2:4][CH2:5][CH2:6][CH2:7][CH2:8][CH2:9][C:10]#[C:11][C:12]#[C:13][CH2:14][CH2:15][CH2:16][CH2:17][CH2:18][CH2:19][CH2:20][CH2:21][CH2:22][CH2:23]CC.[CH:28]1(N=C=NC2CCCCC2)CCCCC1.C(NC1CCCCC1)(NC1CCCCC1)=O.[Cl-].OCC[N+](CCO)(C)C. Given the product [C:1]([O:27][CH3:28])(=[O:26])[CH2:2][CH2:3][CH2:4][CH2:5][CH2:6][CH2:7][CH2:8][CH2:9][C:10]#[C:11][C:12]#[C:13][CH2:14][CH2:15][CH2:16][CH2:17][CH2:18][CH2:19][CH2:20][CH2:21][CH2:22][CH3:23], predict the reactants needed to synthesize it. (2) Given the product [ClH:47].[F:31][C:32]1[CH:39]=[C:38]([O:40][CH3:41])[CH:37]=[CH:36][C:33]=1[CH2:34][N:9]([CH2:8][CH:7]([C:1]1[CH:2]=[CH:3][CH:4]=[CH:5][CH:6]=1)[C:25]1[CH:26]=[CH:27][CH:28]=[CH:29][CH:30]=1)[CH2:10][C@@H:11]([CH3:24])[CH2:12][O:13][C:14]1[CH:15]=[C:16]([CH2:20][C:21]([OH:23])=[O:22])[CH:17]=[CH:18][CH:19]=1, predict the reactants needed to synthesize it. The reactants are: [C:1]1([CH:7]([C:25]2[CH:30]=[CH:29][CH:28]=[CH:27][CH:26]=2)[CH2:8][NH:9][CH2:10][C@@H:11]([CH3:24])[CH2:12][O:13][C:14]2[CH:15]=[C:16]([CH2:20][C:21]([OH:23])=[O:22])[CH:17]=[CH:18][CH:19]=2)[CH:6]=[CH:5][CH:4]=[CH:3][CH:2]=1.[F:31][C:32]1[CH:39]=[C:38]([O:40][CH3:41])[CH:37]=[CH:36][C:33]=1[CH:34]=O.COC(=O)C.[Cl:47]C1C(C(F)(F)F)=CC=CC=1C=O.Cl.CCOCC. (3) Given the product [NH:4]1[C:12]2[C:7](=[CH:8][C:9]([NH:13][C:14](=[O:29])[C:15]3[CH:20]=[CH:19][C:18]([CH3:21])=[N:17][C:16]=3[N:22]3[CH2:23][CH2:24][CH:25]([CH3:28])[CH2:26][CH2:27]3)=[CH:10][CH:11]=2)[CH2:6][CH2:5]1, predict the reactants needed to synthesize it. The reactants are: C([N:4]1[C:12]2[C:7](=[CH:8][C:9]([NH:13][C:14](=[O:29])[C:15]3[CH:20]=[CH:19][C:18]([CH3:21])=[N:17][C:16]=3[N:22]3[CH2:27][CH2:26][CH:25]([CH3:28])[CH2:24][CH2:23]3)=[CH:10][CH:11]=2)[CH2:6][CH2:5]1)(=O)C.Cl. (4) Given the product [Cl:1][C:2]1[N:7]=[C:6]([NH:15][C:14]2[CH:16]=[CH:17][CH:18]=[C:12]([N+:9]([O-:11])=[O:10])[CH:13]=2)[CH:5]=[CH:4][N:3]=1, predict the reactants needed to synthesize it. The reactants are: [Cl:1][C:2]1[N:7]=[C:6](Cl)[CH:5]=[CH:4][N:3]=1.[N+:9]([C:12]1[CH:13]=[C:14]([CH:16]=[CH:17][CH:18]=1)[NH2:15])([O-:11])=[O:10].C(N(C(C)C)C(C)C)C. (5) Given the product [Cl:1][C:2]1[C:7]([I:8])=[CH:6][C:5]([NH:9][CH:10]([CH3:14])[C:11]([N:20]2[CH2:21][CH2:22][N:17]([CH:23]3[CH2:24][N:25]([C:27]([O:29][C:30]([CH3:33])([CH3:32])[CH3:31])=[O:28])[CH2:26]3)[CH2:18][CH2:19]2)=[O:13])=[C:4]([O:15][CH3:16])[CH:3]=1, predict the reactants needed to synthesize it. The reactants are: [Cl:1][C:2]1[C:7]([I:8])=[CH:6][C:5]([NH:9][CH:10]([CH3:14])[C:11]([OH:13])=O)=[C:4]([O:15][CH3:16])[CH:3]=1.[N:17]1([CH:23]2[CH2:26][N:25]([C:27]([O:29][C:30]([CH3:33])([CH3:32])[CH3:31])=[O:28])[CH2:24]2)[CH2:22][CH2:21][NH:20][CH2:19][CH2:18]1.CCN=C=NCCCN(C)C.Cl.C1C=CC2N(O)N=NC=2C=1.CCN(CC)CC. (6) The reactants are: [Cl:1][C:2]1[CH:7]=[CH:6][C:5]([OH:8])=[CH:4][CH:3]=1.[OH-].[Na+].Br[CH2:12][CH2:13][CH2:14][Cl:15].[Na+].[Br-]. Given the product [Cl:15][CH2:14][CH2:13][CH2:12][O:8][C:5]1[CH:6]=[CH:7][C:2]([Cl:1])=[CH:3][CH:4]=1, predict the reactants needed to synthesize it. (7) The reactants are: [CH2:1]1[CH:6]2[CH2:7][N:8]3[C:13](=[O:14])[C:12]([OH:15])=[C:11]([C:16]([NH:18][CH2:19][C:20]4[CH:25]=[CH:24][C:23]([F:26])=[CH:22][CH:21]=4)=[O:17])[N:10]=[C:9]3[C:3]([NH:27]C(OCC3C=CC=CC=3)=O)([CH2:4][O:5]2)[CH2:2]1. Given the product [CH2:1]1[CH:6]2[CH2:7][N:8]3[C:13](=[O:14])[C:12]([OH:15])=[C:11]([C:16]([NH:18][CH2:19][C:20]4[CH:21]=[CH:22][C:23]([F:26])=[CH:24][CH:25]=4)=[O:17])[N:10]=[C:9]3[C:3]([NH2:27])([CH2:4][O:5]2)[CH2:2]1, predict the reactants needed to synthesize it.